Dataset: Full USPTO retrosynthesis dataset with 1.9M reactions from patents (1976-2016). Task: Predict the reactants needed to synthesize the given product. Given the product [O:28]1[CH:32]=[N:30][N:29]=[C:27]1[CH2:26][C@H:10]1[CH2:9][C@H:8]([C:4]2[CH:5]=[CH:6][CH:7]=[C:2]([Cl:1])[CH:3]=2)[C@@H:13]([C:14]2[CH:19]=[CH:18][C:17]([Cl:20])=[CH:16][CH:15]=2)[N:12]([CH2:21][CH:22]2[CH2:23][CH2:24]2)[C:11]1=[O:25], predict the reactants needed to synthesize it. The reactants are: [Cl:1][C:2]1[CH:3]=[C:4]([C@@H:8]2[C@@H:13]([C:14]3[CH:19]=[CH:18][C:17]([Cl:20])=[CH:16][CH:15]=3)[N:12]([CH2:21][CH:22]3[CH2:24][CH2:23]3)[C:11](=[O:25])[C@@H:10]([CH2:26][C:27]([NH:29][NH2:30])=[O:28])[CH2:9]2)[CH:5]=[CH:6][CH:7]=1.Cl.[CH:32](=N)OCC.